Dataset: Full USPTO retrosynthesis dataset with 1.9M reactions from patents (1976-2016). Task: Predict the reactants needed to synthesize the given product. (1) Given the product [CH3:2][C:1]1[C:4]2[C:5]([CH2:26][CH:27]3[CH2:28][CH2:29][CH:30]([C:33]([OH:35])=[O:34])[CH2:31][CH2:32]3)=[N:6][C:7]3[N:8]([N:11]=[CH:12][C:13]=3[C:14]3[CH:15]=[N:16][C:17]([C:20]4[CH:21]=[CH:22][CH:23]=[CH:24][CH:25]=4)=[CH:18][CH:19]=3)[C:9]=2[NH:10][N:39]=1, predict the reactants needed to synthesize it. The reactants are: [C:1]([C:4]1[C:5]([CH2:26][CH:27]2[CH2:32][CH2:31][CH:30]([C:33]([O:35]CC)=[O:34])[CH2:29][CH2:28]2)=[N:6][C:7]2[N:8]([N:11]=[CH:12][C:13]=2[C:14]2[CH:15]=[N:16][C:17]([C:20]3[CH:25]=[CH:24][CH:23]=[CH:22][CH:21]=3)=[CH:18][CH:19]=2)[C:9]=1[NH2:10])(=O)[CH3:2].O.[NH2:39]N. (2) Given the product [CH3:1][NH:2][C:7]([C:6]1[C:9]([O:15][C:16]2[C:17]([CH3:30])=[C:18]([NH:22][C:23](=[O:29])[O:24][C:25]([CH3:26])([CH3:27])[CH3:28])[CH:19]=[CH:20][CH:21]=2)=[CH:10][C:11](=[O:14])[N:12]([CH3:13])[C:5]=1[NH:4][C:31]1[CH:36]=[CH:35][C:34]([I:37])=[CH:33][C:32]=1[F:38])=[O:8], predict the reactants needed to synthesize it. The reactants are: [CH3:1][N:2]1[C:7](=[O:8])[C:6]2[C:9]([O:15][C:16]3[C:17]([CH3:30])=[C:18]([NH:22][C:23](=[O:29])[O:24][C:25]([CH3:28])([CH3:27])[CH3:26])[CH:19]=[CH:20][CH:21]=3)=[CH:10][C:11](=[O:14])[N:12]([CH3:13])[C:5]=2[N:4]([C:31]2[CH:36]=[CH:35][C:34]([I:37])=[CH:33][C:32]=2[F:38])C1=O.O.[OH-].[Li+]. (3) Given the product [F:29][C:24]1[C:23](/[CH:3]=[CH:2]/[C:1]([O:5][CH3:6])=[O:4])=[CH:28][CH:27]=[CH:26][N:25]=1, predict the reactants needed to synthesize it. The reactants are: [C:1]([O:5][CH3:6])(=[O:4])[CH:2]=[CH2:3].C1(CNCC2CCCCC2)CCCCC1.Br[C:23]1[C:24]([F:29])=[N:25][CH:26]=[CH:27][CH:28]=1.N(C)(C1CCCCC1)C1CCCCC1. (4) The reactants are: [F:1][C:2]1[C:7]([CH:8]([C:10]2[C:18]3[C:13](=[N:14][CH:15]=[C:16]([CH3:19])[CH:17]=3)[N:12]([Si](C(C)C)(C(C)C)C(C)C)[CH:11]=2)O)=[CH:6][CH:5]=[C:4]([NH:30][C:31]2[CH:32]=[N:33][C:34]([O:37][CH3:38])=[CH:35][CH:36]=2)[N:3]=1.C([SiH](CC)CC)C.FC(F)(F)C(O)=O.O. Given the product [F:1][C:2]1[N:3]=[C:4]([NH:30][C:31]2[CH:32]=[N:33][C:34]([O:37][CH3:38])=[CH:35][CH:36]=2)[CH:5]=[CH:6][C:7]=1[CH2:8][C:10]1[C:18]2[C:13](=[N:14][CH:15]=[C:16]([CH3:19])[CH:17]=2)[NH:12][CH:11]=1, predict the reactants needed to synthesize it. (5) Given the product [C:1]([O:4][CH2:5][O:6][C:7]1[C:8]([C:15]([NH:17][C@H:18]2[CH2:26][O:25][C:24](=[O:27])[C@H:23]([CH2:28][C:29]3[CH:30]=[CH:31][CH:32]=[CH:33][CH:34]=3)[C@@H:22]([O:35][CH2:43][CH:38]=[CH2:39])[C@H:21]([CH3:36])[O:20][C:19]2=[O:37])=[O:16])=[N:9][CH:10]=[CH:11][C:12]=1[O:13][CH3:14])(=[O:3])[CH3:2], predict the reactants needed to synthesize it. The reactants are: [C:1]([O:4][CH2:5][O:6][C:7]1[C:8]([C:15]([NH:17][C@H:18]2[CH2:26][O:25][C:24](=[O:27])[C@H:23]([CH2:28][C:29]3[CH:34]=[CH:33][CH:32]=[CH:31][CH:30]=3)[C@@H:22]([OH:35])[C@H:21]([CH3:36])[O:20][C:19]2=[O:37])=[O:16])=[N:9][CH:10]=[CH:11][C:12]=1[O:13][CH3:14])(=[O:3])[CH3:2].[CH:38]1[CH:43]=CC(P(C2C=CC=CC=2)CCCCP(C2C=CC=CC=2)C2C=CC=CC=2)=C[CH:39]=1. (6) Given the product [N:1]1[CH:6]=[CH:5][CH:4]=[CH:3][C:2]=1[CH:7]1[C:12]2[N:13]=[CH:14][NH:15][C:11]=2[CH2:10][CH2:9][NH:8]1, predict the reactants needed to synthesize it. The reactants are: [N:1]1[CH:6]=[CH:5][CH:4]=[CH:3][C:2]=1[C:7]1[C:12]2[N:13]=[CH:14][NH:15][C:11]=2[CH:10]=[CH:9][N:8]=1.NCCC1N=CNC=1.[OH-].[K+].C(C1C=CC=CN=1)=O. (7) Given the product [F:1][C:2]1[CH:7]=[CH:6][C:5]([N:8]2[C:11](=[O:15])[CH2:12][S:13][C:9]2=[S:10])=[CH:4][CH:3]=1, predict the reactants needed to synthesize it. The reactants are: [F:1][C:2]1[CH:7]=[CH:6][C:5]([N:8]=[C:9]=[S:10])=[CH:4][CH:3]=1.[C:11]([O:15]C)(=O)[CH2:12][SH:13].C(N(CC)CC)C. (8) Given the product [Br:1][C:2]1[CH:8]=[CH:7][C:5]([NH:6][NH2:11])=[C:4]([O:9][CH3:10])[CH:3]=1, predict the reactants needed to synthesize it. The reactants are: [Br:1][C:2]1[CH:8]=[CH:7][C:5]([NH2:6])=[C:4]([O:9][CH3:10])[CH:3]=1.[N:11]([O-])=O.[Na+].O.[Sn](Cl)(Cl)(Cl)Cl.